Dataset: Forward reaction prediction with 1.9M reactions from USPTO patents (1976-2016). Task: Predict the product of the given reaction. (1) Given the reactants [CH3:1][C:2]1[C:7]([C:8](=[O:10])[CH3:9])=[C:6]([CH3:11])[CH:5]=[C:4]([CH3:12])[N:3]=1.[Br:13]Br, predict the reaction product. The product is: [BrH:13].[Br:13][CH2:9][C:8]([C:7]1[C:2]([CH3:1])=[N:3][C:4]([CH3:12])=[CH:5][C:6]=1[CH3:11])=[O:10]. (2) Given the reactants [Cl:1][C:2]1[CH:3]=[C:4]([CH2:9][OH:10])[CH:5]=[N:6][C:7]=1[Cl:8].C(N(CC)CC)C.Cl[CH2:19][O:20][CH3:21], predict the reaction product. The product is: [Cl:8][C:7]1[C:2]([Cl:1])=[CH:3][C:4]([CH2:9][O:10][CH2:19][O:20][CH3:21])=[CH:5][N:6]=1.